Dataset: Catalyst prediction with 721,799 reactions and 888 catalyst types from USPTO. Task: Predict which catalyst facilitates the given reaction. (1) Reactant: [CH3:1][C:2](C)([O-:4])[CH3:3].[K+].[Cl:7][C:8]1[CH:9]=[CH:10][C:11]2[N:12]=[C:13]([NH2:23])[N:14]=[C:15](N3C=NC=N3)[C:16]=2[N:17]=1.CC(O)C. Product: [Cl:7][C:8]1[CH:9]=[CH:10][C:11]2[N:12]=[C:13]([NH2:23])[N:14]=[C:15]([O:4][CH:2]([CH3:3])[CH3:1])[C:16]=2[N:17]=1. The catalyst class is: 2. (2) Reactant: [CH3:1][NH:2][C:3]1[CH:4]=[CH:5][C:6]2[CH2:10][O:9][B:8]([OH:11])[C:7]=2[CH:12]=1.CCN(CC)CC.[F:20][C:21]1[CH:29]=[CH:28][C:24]([C:25](Cl)=[O:26])=[CH:23][CH:22]=1. Product: [F:20][C:21]1[CH:29]=[CH:28][C:24]([C:25]([N:2]([C:3]2[CH:4]=[CH:5][C:6]3[CH2:10][O:9][B:8]([OH:11])[C:7]=3[CH:12]=2)[CH3:1])=[O:26])=[CH:23][CH:22]=1. The catalyst class is: 2.